This data is from Forward reaction prediction with 1.9M reactions from USPTO patents (1976-2016). The task is: Predict the product of the given reaction. Given the reactants [Br:1][C:2]1[C:6]([C:7]([O:9][CH2:10][CH3:11])=[O:8])=[C:5]([Br:12])[NH:4][N:3]=1.[H-].[Na+].I[CH3:16].O, predict the reaction product. The product is: [Br:12][C:5]1[C:6]([C:7]([O:9][CH2:10][CH3:11])=[O:8])=[C:2]([Br:1])[N:3]([CH3:16])[N:4]=1.